From a dataset of Full USPTO retrosynthesis dataset with 1.9M reactions from patents (1976-2016). Predict the reactants needed to synthesize the given product. (1) Given the product [Cl:1][C:2]1[CH:24]=[CH:23][C:5]([C:6]2[C:8]3[CH:13]=[C:12]([O:14][C:15]([F:18])([F:17])[F:16])[CH:11]=[CH:10][C:9]=3[CH2:19][C:20]([CH3:21])=[N:27][N:26]=2)=[CH:4][CH:3]=1, predict the reactants needed to synthesize it. The reactants are: [Cl:1][C:2]1[CH:24]=[CH:23][C:5]([C:6]([C:8]2[CH:13]=[C:12]([O:14][C:15]([F:18])([F:17])[F:16])[CH:11]=[CH:10][C:9]=2[CH2:19][C:20](=O)[CH3:21])=O)=[CH:4][CH:3]=1.O.[NH2:26][NH2:27].O. (2) Given the product [Cl:1][C:2]1[CH:7]=[CH:6][C:5]([Cl:8])=[CH:4][C:3]=1[S:9]([N:12]([C@@H:60]1[CH2:57][CH2:55][N:54]([C:53]#[N:63])[CH2:58]1)[CH3:13])(=[O:10])=[O:11], predict the reactants needed to synthesize it. The reactants are: [Cl:1][C:2]1[CH:7]=[CH:6][C:5]([Cl:8])=[CH:4][C:3]=1[S:9]([NH:12][C@@H:13]1CCN(C(OC(C)(C)C)=O)C1)(=[O:11])=[O:10].C([O-])([O-])=O.[K+].[K+].BrC.C1C=CC(P(C2C=CC=CC=2)C2C=CC=CC=2)=CC=1.C[CH2:53][N:54]([CH:58]([CH3:60])C)[CH:55]([CH3:57])C.BrC#[N:63].C(O)C(N)(CO)CO. (3) Given the product [C:1]1([C:7]2[C:16]([C:17]3[CH:18]=[CH:19][CH:20]=[CH:21][CH:22]=3)=[N:15][C:14]3[C:9](=[CH:10][CH:11]=[CH:12][C:13]=3[NH:23][C:25]3[CH:30]=[CH:29][C:28]([N+:31]([O-:33])=[O:32])=[CH:27][CH:26]=3)[N:8]=2)[CH:2]=[CH:3][CH:4]=[CH:5][CH:6]=1, predict the reactants needed to synthesize it. The reactants are: [C:1]1([C:7]2[C:16]([C:17]3[CH:22]=[CH:21][CH:20]=[CH:19][CH:18]=3)=[N:15][C:14]3[C:9](=[CH:10][CH:11]=[CH:12][C:13]=3[NH2:23])[N:8]=2)[CH:6]=[CH:5][CH:4]=[CH:3][CH:2]=1.F[C:25]1[CH:30]=[CH:29][C:28]([N+:31]([O-:33])=[O:32])=[CH:27][CH:26]=1.CC(C)([O-])C.[K+]. (4) Given the product [NH2:1][C:4]1[CH:5]=[CH:6][C:7]([N:10]2[CH2:15][CH2:14][O:13][CH2:12][C:11]2=[O:16])=[CH:8][CH:9]=1, predict the reactants needed to synthesize it. The reactants are: [N+:1]([C:4]1[CH:9]=[CH:8][C:7]([N:10]2[CH2:15][CH2:14][O:13][CH2:12][C:11]2=[O:16])=[CH:6][CH:5]=1)([O-])=O.C(O)C.